From a dataset of Forward reaction prediction with 1.9M reactions from USPTO patents (1976-2016). Predict the product of the given reaction. (1) Given the reactants C[O:2][C:3](=O)[CH2:4][CH2:5][NH:6][C:7]1[C:12]([N+:13]([O-])=O)=[CH:11][CH:10]=[CH:9][C:8]=1[F:16], predict the reaction product. The product is: [F:16][C:8]1[C:7]2[NH:6][CH2:5][CH2:4][C:3](=[O:2])[NH:13][C:12]=2[CH:11]=[CH:10][CH:9]=1. (2) Given the reactants [F:1]/[C:2](/[C:15]1[CH:19]=[C:18]([CH3:20])[N:17]([CH2:21][C:22]2[CH:23]=[C:24]([CH:28]=[CH:29][CH:30]=2)[C:25](O)=[O:26])[N:16]=1)=[CH:3]\[C:4]1[CH:9]=[CH:8][C:7]([O:10][C:11]([F:14])([F:13])[F:12])=[CH:6][CH:5]=1.[OH:31][CH:32]1[CH2:37][CH2:36][NH:35][CH2:34][CH2:33]1, predict the reaction product. The product is: [F:1]/[C:2](/[C:15]1[CH:19]=[C:18]([CH3:20])[N:17]([CH2:21][C:22]2[CH:23]=[C:24]([C:25]([N:35]3[CH2:36][CH2:37][CH:32]([OH:31])[CH2:33][CH2:34]3)=[O:26])[CH:28]=[CH:29][CH:30]=2)[N:16]=1)=[CH:3]\[C:4]1[CH:9]=[CH:8][C:7]([O:10][C:11]([F:12])([F:14])[F:13])=[CH:6][CH:5]=1. (3) Given the reactants [C:1]([O:5][CH:6]([C:12]1[C:16]([C:17]2[CH2:22][CH2:21][C:20]([CH3:24])([CH3:23])[CH2:19][CH:18]=2)=[C:15](/[CH:25]=[CH:26]/[C:27]2[CH:32]=[CH:31][CH:30]=[CH:29][CH:28]=2)[S:14][C:13]=1[CH3:33])[C:7]([O:9][CH2:10][CH3:11])=[O:8])([CH3:4])([CH3:3])[CH3:2], predict the reaction product. The product is: [C:1]([O:5][CH:6]([C:12]1[C:16]([C:17]2[CH2:22][CH2:21][C:20]([CH3:24])([CH3:23])[CH2:19][CH:18]=2)=[C:15]([CH2:25][CH2:26][C:27]2[CH:32]=[CH:31][CH:30]=[CH:29][CH:28]=2)[S:14][C:13]=1[CH3:33])[C:7]([O:9][CH2:10][CH3:11])=[O:8])([CH3:2])([CH3:3])[CH3:4].